This data is from NCI-60 drug combinations with 297,098 pairs across 59 cell lines. The task is: Regression. Given two drug SMILES strings and cell line genomic features, predict the synergy score measuring deviation from expected non-interaction effect. (1) Drug 1: CC12CCC(CC1=CCC3C2CCC4(C3CC=C4C5=CN=CC=C5)C)O. Drug 2: CC1=C(C=C(C=C1)C(=O)NC2=CC(=CC(=C2)C(F)(F)F)N3C=C(N=C3)C)NC4=NC=CC(=N4)C5=CN=CC=C5. Cell line: SNB-75. Synergy scores: CSS=-0.787, Synergy_ZIP=0.0694, Synergy_Bliss=0.310, Synergy_Loewe=-1.98, Synergy_HSA=-1.19. (2) Cell line: SK-MEL-2. Drug 1: C1=C(C(=O)NC(=O)N1)N(CCCl)CCCl. Drug 2: C1=CC=C(C=C1)NC(=O)CCCCCCC(=O)NO. Synergy scores: CSS=23.4, Synergy_ZIP=-8.02, Synergy_Bliss=-4.68, Synergy_Loewe=-14.8, Synergy_HSA=-4.48. (3) Drug 1: CNC(=O)C1=CC=CC=C1SC2=CC3=C(C=C2)C(=NN3)C=CC4=CC=CC=N4. Drug 2: CS(=O)(=O)CCNCC1=CC=C(O1)C2=CC3=C(C=C2)N=CN=C3NC4=CC(=C(C=C4)OCC5=CC(=CC=C5)F)Cl. Cell line: HCC-2998. Synergy scores: CSS=1.60, Synergy_ZIP=-0.782, Synergy_Bliss=-4.23, Synergy_Loewe=-8.60, Synergy_HSA=-6.46. (4) Drug 1: CN1C2=C(C=C(C=C2)N(CCCl)CCCl)N=C1CCCC(=O)O.Cl. Drug 2: N.N.Cl[Pt+2]Cl. Cell line: EKVX. Synergy scores: CSS=2.29, Synergy_ZIP=3.23, Synergy_Bliss=7.04, Synergy_Loewe=-6.15, Synergy_HSA=-1.73. (5) Drug 1: CCCCCOC(=O)NC1=NC(=O)N(C=C1F)C2C(C(C(O2)C)O)O. Drug 2: C#CCC(CC1=CN=C2C(=N1)C(=NC(=N2)N)N)C3=CC=C(C=C3)C(=O)NC(CCC(=O)O)C(=O)O. Cell line: A498. Synergy scores: CSS=48.5, Synergy_ZIP=2.79, Synergy_Bliss=-1.10, Synergy_Loewe=-23.1, Synergy_HSA=-4.99.